From a dataset of Full USPTO retrosynthesis dataset with 1.9M reactions from patents (1976-2016). Predict the reactants needed to synthesize the given product. (1) Given the product [CH2:16]([S:18][C:7]1[CH:12]=[CH:11][C:10]2[O:13][CH2:14][O:15][C:9]=2[CH:8]=1)[CH3:17], predict the reactants needed to synthesize it. The reactants are: [Li]CCCC.Br[C:7]1[CH:12]=[CH:11][C:10]2[O:13][CH2:14][O:15][C:9]=2[CH:8]=1.[CH2:16]([S:18]SCC)[CH3:17].O. (2) The reactants are: Cl.C(OC(=O)[NH:8][CH:9]1[CH2:12][N:11]([C:13]([C:15]2[N:16]=[C:17]3[C:22]([C:23]([F:26])([F:25])[F:24])=[CH:21][C:20]([C:27]4[CH:31]=[CH:30][O:29][CH:28]=4)=[CH:19][N:18]3[C:32]=2[Cl:33])=[O:14])[CH2:10]1)(C)(C)C. Given the product [ClH:33].[NH2:8][CH:9]1[CH2:10][N:11]([C:13]([C:15]2[N:16]=[C:17]3[C:22]([C:23]([F:26])([F:25])[F:24])=[CH:21][C:20]([C:27]4[CH:31]=[CH:30][O:29][CH:28]=4)=[CH:19][N:18]3[C:32]=2[Cl:33])=[O:14])[CH2:12]1, predict the reactants needed to synthesize it. (3) The reactants are: [C:1]([CH2:5][C:6](Cl)=[O:7])([CH3:4])([CH3:3])[CH3:2].C([Sn](CCCC)(CCCC)[C:14]1[S:15][CH:16]=[CH:17][CH:18]=1)CCC. Given the product [CH3:2][C:1]([CH3:4])([CH3:3])[CH2:5][C:6]([C:14]1[S:15][CH:16]=[CH:17][CH:18]=1)=[O:7], predict the reactants needed to synthesize it. (4) The reactants are: Br[C:2]1[CH:3]=[CH:4][C:5]2[N:6]([C:15]3[C:20]4[S:21][C:22]5[CH:27]=[CH:26][CH:25]=[CH:24][C:23]=5[C:19]=4[CH:18]=[CH:17][CH:16]=3)[C:7]3[C:12]([C:13]=2[CH:14]=1)=[CH:11][CH:10]=[CH:9][CH:8]=3.[B:28]1([B:28]2[O:32][C:31]([CH3:34])([CH3:33])[C:30]([CH3:36])([CH3:35])[O:29]2)[O:32][C:31]([CH3:34])([CH3:33])[C:30]([CH3:36])([CH3:35])[O:29]1.CC([O-])=O.[K+].C(Cl)Cl. Given the product [CH:18]1[C:19]2[C:23]3[CH:24]=[CH:25][CH:26]=[CH:27][C:22]=3[S:21][C:20]=2[C:15]([N:6]2[C:5]3[CH:4]=[CH:3][C:2]([B:28]4[O:32][C:31]([CH3:34])([CH3:33])[C:30]([CH3:36])([CH3:35])[O:29]4)=[CH:14][C:13]=3[C:12]3[C:7]2=[CH:8][CH:9]=[CH:10][CH:11]=3)=[CH:16][CH:17]=1, predict the reactants needed to synthesize it. (5) Given the product [N:25]1([C:2](=[O:23])[CH2:3][CH2:4][C:5]2[CH:10]=[C:9]([C:11]3[CH:16]=[CH:15][CH:14]=[C:13]([C:17]([F:20])([F:18])[F:19])[CH:12]=3)[N:8]=[C:7]([C:21]#[N:22])[N:6]=2)[CH2:31][CH2:32][CH2:33][CH2:28][CH2:29]1, predict the reactants needed to synthesize it. The reactants are: O[C:2](=[O:23])[CH2:3][CH2:4][C:5]1[CH:10]=[C:9]([C:11]2[CH:16]=[CH:15][CH:14]=[C:13]([C:17]([F:20])([F:19])[F:18])[CH:12]=2)[N:8]=[C:7]([C:21]#[N:22])[N:6]=1.O[N:25]1[C:29]2C=[CH:31][CH:32]=[CH:33][C:28]=2N=N1.Cl.CN(C)CCCN=C=NCC.N1CCCCC1. (6) Given the product [NH2:12][C:13]1[N:21]=[C:20]2[C:16]([N:17]=[CH:18][N:19]2[CH2:30][CH2:29][O:28][C:27]([O:26][CH:23]([CH3:24])[CH3:25])([O:36][CH:37]([CH3:38])[CH3:39])[P:32]([OH:35])([OH:34])=[O:33])=[C:15]([Cl:22])[N:14]=1, predict the reactants needed to synthesize it. The reactants are: C1CCN2C(=NCCC2)CC1.[NH2:12][C:13]1[N:21]=[C:20]2[C:16]([NH:17][CH:18]=[N:19]2)=[C:15]([Cl:22])[N:14]=1.[CH:23]([O:26][C:27]([O:36][CH:37]([CH3:39])[CH3:38])([P:32]([OH:35])([OH:34])=[O:33])[O:28][CH2:29][CH2:30]Cl)([CH3:25])[CH3:24].